This data is from Full USPTO retrosynthesis dataset with 1.9M reactions from patents (1976-2016). The task is: Predict the reactants needed to synthesize the given product. (1) Given the product [F:1][C:2]1[CH:7]=[CH:6][C:5]([C@@H:8]2[CH2:12][N:11]([S:13]([C:16]3[N:17]=[CH:18][N:19]([CH3:21])[CH:20]=3)(=[O:15])=[O:14])[CH2:10][C@H:9]2[O:22][C:30]2[CH:35]=[C:34]([C:36]([F:39])([F:38])[F:37])[CH:33]=[CH:32][N:31]=2)=[CH:4][CH:3]=1, predict the reactants needed to synthesize it. The reactants are: [F:1][C:2]1[CH:7]=[CH:6][C:5]([C@@H:8]2[CH2:12][N:11]([S:13]([C:16]3[N:17]=[CH:18][N:19]([CH3:21])[CH:20]=3)(=[O:15])=[O:14])[CH2:10][C@H:9]2[OH:22])=[CH:4][CH:3]=1.CC([O-])(C)C.[K+].F[C:30]1[CH:35]=[C:34]([C:36]([F:39])([F:38])[F:37])[CH:33]=[CH:32][N:31]=1. (2) The reactants are: C([N:3]1[C:10]2[N:6]([N:7]=[CH:8][C:9]=2[CH2:11][CH2:12][C:13]([O:15]CC)=O)[CH2:5][CH2:4]1)=O.[NH3:18]. Given the product [NH:3]1[C:10]2[N:6]([N:7]=[CH:8][C:9]=2[CH2:11][CH2:12][C:13]([NH2:18])=[O:15])[CH2:5][CH2:4]1, predict the reactants needed to synthesize it. (3) Given the product [CH:17]1([NH:16][C:15]2[N:10]3[N:9]=[C:8]([C:4]4[CH:5]=[CH:6][CH:7]=[C:2]([C:37]5[CH:38]=[CH:39][S:35][CH:36]=5)[CH:3]=4)[C:22]([C:23]4[CH:28]=[CH:27][N:26]=[C:25]([NH:29][CH:30]5[CH2:31][CH2:32][CH2:33][CH2:34]5)[N:24]=4)=[C:11]3[CH:12]=[CH:13][CH:14]=2)[CH2:18][CH2:19][CH2:20][CH2:21]1, predict the reactants needed to synthesize it. The reactants are: Br[C:2]1[CH:3]=[C:4]([C:8]2[C:22]([C:23]3[CH:28]=[CH:27][N:26]=[C:25]([NH:29][CH:30]4[CH2:34][CH2:33][CH2:32][CH2:31]4)[N:24]=3)=[C:11]3[CH:12]=[CH:13][CH:14]=[C:15]([NH:16][CH:17]4[CH2:21][CH2:20][CH2:19][CH2:18]4)[N:10]3[N:9]=2)[CH:5]=[CH:6][CH:7]=1.[S:35]1[CH:39]=[CH:38][C:37](B(O)O)=[CH:36]1. (4) Given the product [NH2:13][N:5]1[C:1](=[O:11])[C:2]2=[CH:10][CH:9]=[CH:8][CH:7]=[C:3]2[C:4]1=[O:6], predict the reactants needed to synthesize it. The reactants are: [C:1]1(=[O:11])[NH:5][C:4](=[O:6])[C:3]2=[CH:7][CH:8]=[CH:9][CH:10]=[C:2]12.O.[NH2:13]N.O. (5) Given the product [CH3:1][C:2]1[NH:3][C:4]2[C:9]([C:10]=1[CH3:11])=[CH:8][C:7]([O:12][C:13]1[C:22]3[C:17](=[CH:18][C:19]([O:25][CH2:32][CH2:31][CH2:30][S:27]([CH3:26])(=[O:29])=[O:28])=[C:20]([O:23][CH3:24])[CH:21]=3)[N:16]=[CH:15][N:14]=1)=[CH:6][CH:5]=2, predict the reactants needed to synthesize it. The reactants are: [CH3:1][C:2]1[NH:3][C:4]2[C:9]([C:10]=1[CH3:11])=[CH:8][C:7]([O:12][C:13]1[C:22]3[C:17](=[CH:18][C:19]([OH:25])=[C:20]([O:23][CH3:24])[CH:21]=3)[N:16]=[CH:15][N:14]=1)=[CH:6][CH:5]=2.[CH3:26][S:27]([CH2:30][CH2:31][CH2:32]O)(=[O:29])=[O:28].